From a dataset of Catalyst prediction with 721,799 reactions and 888 catalyst types from USPTO. Predict which catalyst facilitates the given reaction. Reactant: [Cl:1][C:2]1[CH:7]=[CH:6][C:5]([C:8]2[N:9]([CH:19]3[CH2:21][CH2:20]3)[C:10](=[O:18])[N:11]([CH:13]([CH3:17])[C:14](O)=[O:15])[CH:12]=2)=[CH:4][CH:3]=1.[F:22][C:23]([F:33])([F:32])[C:24]1[CH:25]=[C:26]([CH:29]=[CH:30][CH:31]=1)[CH2:27][NH2:28].CCN=C=NCCCN(C)C.Cl.C1C=CC2N(O)N=NC=2C=1. Product: [Cl:1][C:2]1[CH:3]=[CH:4][C:5]([C:8]2[N:9]([CH:19]3[CH2:21][CH2:20]3)[C:10](=[O:18])[N:11]([CH:13]([CH3:17])[C:14]([NH:28][CH2:27][C:26]3[CH:29]=[CH:30][CH:31]=[C:24]([C:23]([F:22])([F:32])[F:33])[CH:25]=3)=[O:15])[CH:12]=2)=[CH:6][CH:7]=1. The catalyst class is: 9.